This data is from Catalyst prediction with 721,799 reactions and 888 catalyst types from USPTO. The task is: Predict which catalyst facilitates the given reaction. (1) Reactant: [CH3:1][O:2][C:3](=[O:12])[C:4]1[CH:9]=[C:8](I)[CH:7]=[C:6]([Br:11])[CH:5]=1.B1([C:19]2[CH:24]=[CH:23][CH:22]=[N:21][CH:20]=2)OCCCO1.C(=O)([O-])[O-].[K+].[K+]. Product: [CH3:1][O:2][C:3](=[O:12])[C:4]1[CH:9]=[C:8]([C:19]2[CH:20]=[N:21][CH:22]=[CH:23][CH:24]=2)[CH:7]=[C:6]([Br:11])[CH:5]=1. The catalyst class is: 11. (2) Reactant: [C:1]([N:4]1[C:13]2[C:8](=[CH:9][CH:10]=[CH:11][CH:12]=2)[C@H:7]([NH:14]C(=O)OCC2C=CC=CC=2)[C@@H:6]([CH3:25])[C@@H:5]1[CH3:26])(=[O:3])[CH3:2]. Product: [NH2:14][C@H:7]1[C:8]2[C:13](=[CH:12][CH:11]=[CH:10][CH:9]=2)[N:4]([C:1](=[O:3])[CH3:2])[C@@H:5]([CH3:26])[C@@H:6]1[CH3:25]. The catalyst class is: 19. (3) Reactant: [C:1]([O:4][C:5]1[CH:10]=[C:9]([I:11])[CH:8]=[C:7]([O:12]C(=O)C)[C:6]=1[Cl:16])(=[O:3])[CH3:2].[OH-].[Li+].Cl. Product: [C:1]([O:4][C:5]1[CH:10]=[C:9]([I:11])[CH:8]=[C:7]([OH:12])[C:6]=1[Cl:16])(=[O:3])[CH3:2]. The catalyst class is: 127. (4) Reactant: [C:1]1([C:25]2[CH:30]=[CH:29][CH:28]=[CH:27][CH:26]=2)[CH:6]=[CH:5][C:4]([C:7]([NH:9][CH2:10][C:11]2[CH:12]=[C:13]([NH:17]C(=O)OC(C)(C)C)[CH:14]=[CH:15][CH:16]=2)=[O:8])=[CH:3][CH:2]=1.FC(F)(F)C(O)=O.O. Product: [NH2:17][C:13]1[CH:12]=[C:11]([CH:16]=[CH:15][CH:14]=1)[CH2:10][NH:9][C:7]([C:4]1[CH:5]=[CH:6][C:1]([C:25]2[CH:30]=[CH:29][CH:28]=[CH:27][CH:26]=2)=[CH:2][CH:3]=1)=[O:8]. The catalyst class is: 2. (5) Reactant: FC(F)(F)C(O)=O.[Cl:8][C:9]1[CH:10]=[C:11]([C:29]2[CH:34]=[CH:33][C:32]([F:35])=[CH:31][CH:30]=2)[CH:12]=[C:13]([Cl:28])[C:14]=1[CH2:15][C@@H:16]1[CH2:20][CH2:19][N:18]([CH:21]2[CH2:26][CH2:25][NH:24][CH2:23][CH2:22]2)[C:17]1=[O:27].[CH3:36][S:37](Cl)(=[O:39])=[O:38].C(N(CC)CC)C. Product: [Cl:8][C:9]1[CH:10]=[C:11]([C:29]2[CH:30]=[CH:31][C:32]([F:35])=[CH:33][CH:34]=2)[CH:12]=[C:13]([Cl:28])[C:14]=1[CH2:15][C@@H:16]1[CH2:20][CH2:19][N:18]([CH:21]2[CH2:26][CH2:25][N:24]([S:37]([CH3:36])(=[O:39])=[O:38])[CH2:23][CH2:22]2)[C:17]1=[O:27]. The catalyst class is: 2.